From a dataset of Forward reaction prediction with 1.9M reactions from USPTO patents (1976-2016). Predict the product of the given reaction. Given the reactants [NH2:1][CH2:2][CH:3]1[O:8][CH2:7][CH2:6][N:5]([C:9]([O:11][CH2:12][C:13]2[CH:18]=[CH:17][CH:16]=[CH:15][CH:14]=2)=[O:10])[CH2:4]1.[Cl:19][C:20]1[CH:25]=[CH:24][C:23]([N:26]=[C:27]=[O:28])=[CH:22][CH:21]=1.ClCCl.C(O)C.N, predict the reaction product. The product is: [Cl:19][C:20]1[CH:25]=[CH:24][C:23]([NH:26][C:27]([NH:1][CH2:2][CH:3]2[O:8][CH2:7][CH2:6][N:5]([C:9]([O:11][CH2:12][C:13]3[CH:18]=[CH:17][CH:16]=[CH:15][CH:14]=3)=[O:10])[CH2:4]2)=[O:28])=[CH:22][CH:21]=1.